Dataset: Full USPTO retrosynthesis dataset with 1.9M reactions from patents (1976-2016). Task: Predict the reactants needed to synthesize the given product. (1) The reactants are: [C:1]([C:5]1[CH:18]=[CH:17][CH:16]=[CH:15][C:6]=1[O:7][C:8]1[C:13](I)=[CH:12][CH:11]=[CH:10][N:9]=1)([CH3:4])([CH3:3])[CH3:2].[Li]CCCC.CCCCC.[B:29](OC(C)C)([O:34]C(C)C)[O:30]C(C)C.[Li+].[OH-]. Given the product [C:1]([C:5]1[CH:18]=[CH:17][CH:16]=[CH:15][C:6]=1[O:7][C:8]1[C:13]([B:29]([OH:34])[OH:30])=[CH:12][CH:11]=[CH:10][N:9]=1)([CH3:4])([CH3:3])[CH3:2], predict the reactants needed to synthesize it. (2) Given the product [F:7][C:8]1[CH:9]=[CH:10][C:11]([C@@H:14]([CH2:15][NH:16][CH3:17])[CH2:22][CH2:23][OH:24])=[CH:12][CH:13]=1, predict the reactants needed to synthesize it. The reactants are: [H-].[Al+3].[Li+].[H-].[H-].[H-].[F:7][C:8]1[CH:13]=[CH:12][C:11]([C@H:14]([CH2:22][CH2:23][OH:24])[CH2:15][NH:16][C:17](=O)OCC)=[CH:10][CH:9]=1. (3) Given the product [Cl:1][C:2]1[CH:3]=[CH:4][C:5]([CH2:6][N:7]([CH2:8][CH2:9][OH:10])[CH:11]2[CH2:15][CH2:14][N:13]([CH2:25][CH2:26][CH:27]=[C:28]3[C:34]4[CH:35]=[CH:36][CH:37]=[N:38][C:33]=4[CH2:32][O:31][C:30]4[CH:39]=[CH:40][C:41]([C:43]([OH:46])([CH3:45])[CH3:44])=[CH:42][C:29]3=4)[CH2:12]2)=[CH:16][CH:17]=1, predict the reactants needed to synthesize it. The reactants are: [Cl:1][C:2]1[CH:17]=[CH:16][C:5]([CH2:6][N:7]([CH:11]2[CH2:15][CH2:14][NH:13][CH2:12]2)[CH2:8][CH2:9][OH:10])=[CH:4][CH:3]=1.C(=O)([O-])[O-].[K+].[K+].Br[CH2:25][CH2:26]/[CH:27]=[C:28]1/[C:29]2[CH:42]=[C:41]([C:43]([OH:46])([CH3:45])[CH3:44])[CH:40]=[CH:39][C:30]=2[O:31][CH2:32][C:33]2[N:38]=[CH:37][CH:36]=[CH:35][C:34]/1=2. (4) Given the product [C:52]([C:51]1[O:56][C:33]([NH:1][C:2]2[CH:3]=[CH:4][C:5]([C:8]3[CH:9]=[CH:10][C:11]([C:14]45[CH2:21][CH2:20][C:17]([CH2:22][C:23]([O:25][CH2:26][C:27]6[CH:28]=[CH:29][CH:30]=[CH:31][CH:32]=6)=[O:24])([CH2:18][CH2:19]4)[O:16][CH2:15]5)=[CH:12][CH:13]=3)=[N:6][CH:7]=2)=[N:49][CH:50]=1)([CH3:55])([CH3:54])[CH3:53], predict the reactants needed to synthesize it. The reactants are: [NH2:1][C:2]1[CH:3]=[CH:4][C:5]([C:8]2[CH:13]=[CH:12][C:11]([C:14]34[CH2:21][CH2:20][C:17]([CH2:22][C:23]([O:25][CH2:26][C:27]5[CH:32]=[CH:31][CH:30]=[CH:29][CH:28]=5)=[O:24])([CH2:18][CH2:19]3)[O:16][CH2:15]4)=[CH:10][CH:9]=2)=[N:6][CH:7]=1.[C:33](N1C=CC=CC1=O)(N1C=CC=CC1=O)=S.[NH2:49][CH2:50][C:51](=[O:56])[C:52]([CH3:55])([CH3:54])[CH3:53].CCN(C(C)C)C(C)C.CCN=C=NCCCN(C)C.Cl. (5) Given the product [CH3:38][O:37][C:34]1[CH:35]=[CH:36][C:31]([CH2:30][N:29]([CH:26]2[CH2:27][CH2:28][CH:24]([C:10]3[CH:11]=[C:12]([NH:13][C:14]4[CH:19]=[CH:18][CH:17]=[C:16]([C:20]([F:22])([F:21])[F:23])[CH:15]=4)[N:8]([CH2:7][C:6]4[CH:5]=[CH:4][C:3]([O:2][CH3:1])=[CH:40][CH:39]=4)[N:9]=3)[CH2:25]2)[C:41](=[O:43])[CH3:42])=[CH:32][CH:33]=1, predict the reactants needed to synthesize it. The reactants are: [CH3:1][O:2][C:3]1[CH:40]=[CH:39][C:6]([CH2:7][N:8]2[C:12]([NH:13][C:14]3[CH:19]=[CH:18][CH:17]=[C:16]([C:20]([F:23])([F:22])[F:21])[CH:15]=3)=[CH:11][C:10]([CH:24]3[CH2:28][CH2:27][CH:26]([NH:29][CH2:30][C:31]4[CH:36]=[CH:35][C:34]([O:37][CH3:38])=[CH:33][CH:32]=4)[CH2:25]3)=[N:9]2)=[CH:5][CH:4]=1.[C:41](OC(=O)C)(=[O:43])[CH3:42].